This data is from Full USPTO retrosynthesis dataset with 1.9M reactions from patents (1976-2016). The task is: Predict the reactants needed to synthesize the given product. (1) Given the product [F:33][C:31]([F:32])([F:34])[O:30][C:27]1[CH:26]=[CH:25][C:24]([O:23][CH2:22][CH2:21][CH:18]2[CH2:17][CH2:16][NH:15][CH2:20][CH2:19]2)=[CH:29][CH:28]=1, predict the reactants needed to synthesize it. The reactants are: FC(F)(F)C(O)=O.C(OC([N:15]1[CH2:20][CH2:19][CH:18]([CH2:21][CH2:22][O:23][C:24]2[CH:29]=[CH:28][C:27]([O:30][C:31]([F:34])([F:33])[F:32])=[CH:26][CH:25]=2)[CH2:17][CH2:16]1)=O)(C)(C)C. (2) Given the product [CH3:1][O:2][C:3]1[CH:4]=[CH:5][C:6]([CH2:7][N:8]2[C:13]3[N:14]=[CH:15][C:16]([CH2:18][N:19]4[CH2:24][CH2:23][N:22]([S:39]([CH3:38])(=[O:41])=[O:40])[CH2:21][CH2:20]4)=[CH:17][C:12]=3[C:11]3=[N:25][CH:26]=[N:27][N:10]3[C:9]2=[O:28])=[CH:29][CH:30]=1, predict the reactants needed to synthesize it. The reactants are: [CH3:1][O:2][C:3]1[CH:30]=[CH:29][C:6]([CH2:7][N:8]2[C:13]3[N:14]=[CH:15][C:16]([CH2:18][N:19]4[CH2:24][CH2:23][NH:22][CH2:21][CH2:20]4)=[CH:17][C:12]=3[C:11]3=[N:25][CH:26]=[N:27][N:10]3[C:9]2=[O:28])=[CH:5][CH:4]=1.C(N(CC)CC)C.[CH3:38][S:39](Cl)(=[O:41])=[O:40].